Dataset: Reaction yield outcomes from USPTO patents with 853,638 reactions. Task: Predict the reaction yield, written as a fraction of the theoretical maximum amount of product (1.0 means a 100% yield; for example, 0.34 means a 34% yield). The catalyst is CO.[Pt](=O)=O. The yield is 0.900. The reactants are [C:1]([C:4]1[CH:5]=[C:6]([CH:12]=[CH:13][N:14]=1)[C:7]([O:9][CH2:10][CH3:11])=[O:8])(=[O:3])[NH2:2].[ClH:15]. The product is [ClH:15].[C:1]([CH:4]1[CH2:5][CH:6]([C:7]([O:9][CH2:10][CH3:11])=[O:8])[CH2:12][CH2:13][NH:14]1)(=[O:3])[NH2:2].